From a dataset of Forward reaction prediction with 1.9M reactions from USPTO patents (1976-2016). Predict the product of the given reaction. (1) Given the reactants [CH2:1]([O:3][C:4]([C:6]1[C:10]([CH3:11])=[N:9][NH:8][N:7]=1)=[O:5])[CH3:2].[CH2:12]([O:14][C:15](=[O:19])[C:16]#[C:17][CH3:18])[CH3:13].[CH:20](I)([CH3:22])[CH3:21], predict the reaction product. The product is: [CH2:1]([O:3][C:4]([C:6]1[C:10]([CH3:11])=[N:9][N:8]([CH:16]([CH3:17])[CH3:15])[N:7]=1)=[O:5])[CH3:2].[CH2:12]([O:14][C:15]([C:16]1[N:7]([CH:6]([CH3:10])[CH3:4])[N:8]=[N:9][C:17]=1[CH3:18])=[O:19])[CH3:13].[CH2:1]([O:3][C:4]([C:6]1[N:7]=[N:8][N:9]([CH:20]([CH3:22])[CH3:21])[C:10]=1[CH3:11])=[O:5])[CH3:2]. (2) Given the reactants [CH3:1][C:2]1[O:6][N:5]=[C:4]([N:7]2[C:16]3[C:11](=[CH:12][CH:13]=[CH:14][N:15]=3)[CH:10]=[C:9]([C:17](O)=[O:18])[C:8]2=[O:20])[CH:3]=1.C(Cl)(=O)C([Cl:24])=O.CN(C)C=O, predict the reaction product. The product is: [CH3:1][C:2]1[O:6][N:5]=[C:4]([N:7]2[C:16]3[C:11](=[CH:12][CH:13]=[CH:14][N:15]=3)[CH:10]=[C:9]([C:17]([Cl:24])=[O:18])[C:8]2=[O:20])[CH:3]=1.